Dataset: Full USPTO retrosynthesis dataset with 1.9M reactions from patents (1976-2016). Task: Predict the reactants needed to synthesize the given product. (1) Given the product [NH2:1][C:4]1[CH:5]=[CH:6][C:7]([S:10]([C:13]2[CH:21]=[C:20]([CH3:22])[C:19]3[N:18]([CH3:23])[C:17]4[CH2:24][CH:25]5[NH:29][CH:28]([C:16]=4[C:15]=3[C:14]=2[C:30]([O:32][C:33]([CH3:36])([CH3:35])[CH3:34])=[O:31])[CH2:27][CH2:26]5)(=[O:11])=[O:12])=[CH:8][CH:9]=1, predict the reactants needed to synthesize it. The reactants are: [N+:1]([C:4]1[CH:9]=[CH:8][C:7]([S:10]([C:13]2[CH:21]=[C:20]([CH3:22])[C:19]3[N:18]([CH3:23])[C:17]4[CH2:24][CH:25]5[NH:29][CH:28]([C:16]=4[C:15]=3[C:14]=2[C:30]([O:32][C:33]([CH3:36])([CH3:35])[CH3:34])=[O:31])[CH2:27][CH2:26]5)(=[O:12])=[O:11])=[CH:6][CH:5]=1)([O-])=O. (2) Given the product [OH:1][CH:2]([C:14]1[C:23]2[C:18](=[CH:19][CH:20]=[C:21]([O:24][CH3:25])[CH:22]=2)[N:17]=[CH:16][CH:15]=1)[CH2:3][CH2:4][C@@H:5]1[CH2:10][CH2:9][N:8]([CH:41]2[CH2:27][CH:39]([C:48]3[CH:47]=[CH:46][CH:45]=[CH:44][CH:43]=3)[CH2:40]2)[CH2:7][C@@H:6]1[C:11]([OH:13])=[O:12], predict the reactants needed to synthesize it. The reactants are: [OH:1][C@@H:2]([C:14]1[C:23]2[C:18](=[CH:19][CH:20]=[C:21]([O:24][CH3:25])[CH:22]=2)[N:17]=[CH:16][CH:15]=1)[CH2:3][CH2:4][C@@H:5]1[CH2:10][CH2:9][NH:8][CH2:7][C@@H:6]1[C:11]([OH:13])=[O:12].O[CH:27]([C:39]1[C:48]2[C:43](=[CH:44][CH:45]=[C:46](OC)[CH:47]=2)N=[CH:41][CH:40]=1)CC[C@@H]1CCNC[C@@H]1C(O)=O.